Dataset: Full USPTO retrosynthesis dataset with 1.9M reactions from patents (1976-2016). Task: Predict the reactants needed to synthesize the given product. (1) Given the product [CH2:27]([Si:29]([CH3:31])([CH3:30])[C:10]1[CH:14]=[C:13]([C:15]([O:17][CH2:18][CH3:19])=[O:16])[N:12]([C:20]2[CH:25]=[CH:24][C:23]([CH3:26])=[CH:22][CH:21]=2)[N:11]=1)[CH3:28], predict the reactants needed to synthesize it. The reactants are: P([O-])([O-])([O-])=O.[K+].[K+].[K+].Br[C:10]1[CH:14]=[C:13]([C:15]([O:17][CH2:18][CH3:19])=[O:16])[N:12]([C:20]2[CH:25]=[CH:24][C:23]([CH3:26])=[CH:22][CH:21]=2)[N:11]=1.[CH2:27]([SiH:29]([CH3:31])[CH3:30])[CH3:28]. (2) Given the product [Cl:10][CH2:11][C:12]1[CH:20]=[C:19]([CH:18]=[CH:17][C:13]=1[C:14](=[O:15])[C:5]1[CH:6]=[CH:7][C:2]([F:1])=[CH:3][CH:4]=1)[C:21]#[N:22], predict the reactants needed to synthesize it. The reactants are: [F:1][C:2]1[CH:7]=[CH:6][C:5]([Mg]Br)=[CH:4][CH:3]=1.[Cl:10][CH2:11][C:12]1[CH:20]=[C:19]([C:21]#[N:22])[CH:18]=[CH:17][C:13]=1[C:14](Cl)=[O:15].[Cl-].[NH4+].C(OCC)(=O)C.CCCCCC.